The task is: Predict the product of the given reaction.. This data is from Forward reaction prediction with 1.9M reactions from USPTO patents (1976-2016). (1) Given the reactants [CH3:1][N:2]1[CH:6]=[C:5]([C:7]([NH:9][NH:10][C:11]2[N:20]=[CH:19][CH:18]=[C:17]3[C:12]=2[CH:13]=[C:14]([C:39]2[CH:44]=[CH:43][CH:42]=[CH:41][CH:40]=2)[C:15]([C:21]2[CH:26]=[CH:25][C:24]([C:27]4([NH:31][C:32](=[O:38])[O:33][C:34]([CH3:37])([CH3:36])[CH3:35])[CH2:30][CH2:29][CH2:28]4)=[CH:23][CH:22]=2)=[N:16]3)=O)[N:4]=[CH:3]1.C(O)(=O)C.O1CCOCC1, predict the reaction product. The product is: [CH3:1][N:2]1[CH:6]=[C:5]([C:7]2[N:20]3[C:11]([C:12]4[CH:13]=[C:14]([C:39]5[CH:44]=[CH:43][CH:42]=[CH:41][CH:40]=5)[C:15]([C:21]5[CH:22]=[CH:23][C:24]([C:27]6([NH:31][C:32](=[O:38])[O:33][C:34]([CH3:37])([CH3:35])[CH3:36])[CH2:28][CH2:29][CH2:30]6)=[CH:25][CH:26]=5)=[N:16][C:17]=4[CH:18]=[CH:19]3)=[N:10][N:9]=2)[N:4]=[CH:3]1. (2) Given the reactants Cl.[F:2][C:3]1([F:21])[O:7][C:6]2[CH:8]=[CH:9][CH:10]=[C:11]([CH:12]3[CH2:15][C:14]4([CH2:20][CH2:19][NH:18][CH2:17][CH2:16]4)[CH2:13]3)[C:5]=2[O:4]1.C1([O:28][C:29](=O)[NH:30][C:31]2[O:35][N:34]=[C:33]([CH3:36])[C:32]=2[CH3:37])C=CC=CC=1, predict the reaction product. The product is: [F:21][C:3]1([F:2])[O:7][C:6]2[CH:8]=[CH:9][CH:10]=[C:11]([CH:12]3[CH2:15][C:14]4([CH2:16][CH2:17][N:18]([C:29]([NH:30][C:31]5[O:35][N:34]=[C:33]([CH3:36])[C:32]=5[CH3:37])=[O:28])[CH2:19][CH2:20]4)[CH2:13]3)[C:5]=2[O:4]1. (3) Given the reactants [Cl:1][C:2]1[N:10]=[CH:9][CH:8]=[C:7]([Cl:11])[C:3]=1[C:4]([OH:6])=[O:5].[CH2:12](Br)[C:13]1[CH:18]=[CH:17][CH:16]=[CH:15][CH:14]=1.C([O-])([O-])=O.[K+].[K+].O, predict the reaction product. The product is: [Cl:1][C:2]1[N:10]=[CH:9][CH:8]=[C:7]([Cl:11])[C:3]=1[C:4]([O:6][CH2:12][C:13]1[CH:18]=[CH:17][CH:16]=[CH:15][CH:14]=1)=[O:5]. (4) Given the reactants [CH3:1][C:2]1[N:3]([C@H:11]([C:13]2[CH:18]=[CH:17][CH:16]=[CH:15][CH:14]=2)[CH3:12])[CH2:4][CH2:5][C:6]=1[C:7]([O:9][CH3:10])=[O:8].C(O)(=O)C.C(O[BH-](OC(=O)C)OC(=O)C)(=O)C.[Na+], predict the reaction product. The product is: [CH3:1][C@H:2]1[C@@H:6]([C:7]([O:9][CH3:10])=[O:8])[CH2:5][CH2:4][N:3]1[C@H:11]([C:13]1[CH:14]=[CH:15][CH:16]=[CH:17][CH:18]=1)[CH3:12]. (5) Given the reactants Cl[C:2]1[CH:11]=[CH:10][C:9]2[C:4](=[C:5]([Cl:21])[CH:6]=[CH:7][C:8]=2[O:12][CH2:13][CH2:14][N:15]2[CH2:20][CH2:19][O:18][CH2:17][CH2:16]2)[N:3]=1.[NH2:22][C:23]1[C:28]([N+:29]([O-:31])=[O:30])=[CH:27][CH:26]=[CH:25][N:24]=1.[C:32]([O-])([O-])=O.[Cs+].[Cs+], predict the reaction product. The product is: [Cl:21][C:5]1[CH:6]=[CH:7][C:8]([O:12][CH2:13][CH2:14][N:15]2[CH2:20][CH2:19][O:18][CH2:17][CH2:16]2)=[C:9]2[C:4]=1[N:3]=[C:2]([NH:22][C:23]1[C:28]([N+:29]([O-:31])=[O:30])=[C:27]([CH3:32])[CH:26]=[CH:25][N:24]=1)[CH:11]=[CH:10]2. (6) Given the reactants C(N(CC)CC)C.[NH2:8][C@@H:9]1[CH2:15][CH2:14][C@@H:13]([C:16]2[CH:21]=[CH:20][CH:19]=[C:18]([F:22])[C:17]=2[F:23])[CH2:12][N:11]([CH2:24][C:25]2[CH:30]=[CH:29][CH:28]=[CH:27][N:26]=2)[C:10]1=[O:31].Cl[C:33](OC1C=CC([N+]([O-])=O)=CC=1)=[O:34].Cl.Cl.[O:47]=[C:48]1[NH:56][C:51]2=[N:52][CH:53]=[CH:54][CH:55]=[C:50]2[N:49]1[CH:57]1[CH2:62][CH2:61][NH:60][CH2:59][CH2:58]1, predict the reaction product. The product is: [F:23][C:17]1[C:18]([F:22])=[CH:19][CH:20]=[CH:21][C:16]=1[C@H:13]1[CH2:12][N:11]([CH2:24][C:25]2[CH:30]=[CH:29][CH:28]=[CH:27][N:26]=2)[C:10](=[O:31])[C@H:9]([NH:8][C:33]([N:60]2[CH2:61][CH2:62][CH:57]([N:49]3[C:50]4[C:51](=[N:52][CH:53]=[CH:54][CH:55]=4)[NH:56][C:48]3=[O:47])[CH2:58][CH2:59]2)=[O:34])[CH2:15][CH2:14]1. (7) The product is: [CH3:21][C:20]1([CH3:22])[N:10]([CH2:11][C:12]2[CH:13]=[N:14][CH:15]=[CH:16][CH:17]=2)[C:4]2[CH:3]=[C:2]([C:56]3[CH:55]=[N:54][NH:53][C:52]=3[CH3:51])[S:6][C:5]=2[C:7](=[O:8])[NH:9]1. Given the reactants Br[C:2]1[S:6][C:5]([C:7]([NH2:9])=[O:8])=[C:4]([NH:10][CH2:11][C:12]2[CH:13]=[N:14][CH:15]=[CH:16][CH:17]=2)[CH:3]=1.CO[C:20](OC)([CH3:22])[CH3:21].CC1(C)C2(CS(O)(=O)=O)C(CC1CC2)=O.[O-]S([O-])(=O)=O.[Mg+2].C([O-])(O)=O.[Na+].[CH3:51][C:52]1[C:56](B2OC(C)(C)C(C)(C)O2)=[CH:55][N:54](C(OC(C)(C)C)=O)[N:53]=1.C(=O)([O-])[O-].[Na+].[Na+], predict the reaction product.